The task is: Predict the product of the given reaction.. This data is from Forward reaction prediction with 1.9M reactions from USPTO patents (1976-2016). (1) Given the reactants [P:1].[C:2]1([OH:8])[CH:7]=[CH:6][CH:5]=[CH:4][CH:3]=1.[N+]([C:12]1[CH:17]=[CH:16][C:15]([OH:18])=[CH:14][CH:13]=1)([O-])=O.[N+]([C:22]1[CH:27]=[CH:26][CH:25]=[CH:24][C:23]=1[OH:28])([O-])=O.[N+](C1C=C([N+]([O-])=O)C=CC=1O)([O-])=O, predict the reaction product. The product is: [C:2]1([O-:8])[CH:7]=[CH:6][CH:5]=[CH:4][CH:3]=1.[P+3:1].[C:15]1([O-:18])[CH:16]=[CH:17][CH:12]=[CH:13][CH:14]=1.[C:23]1([O-:28])[CH:24]=[CH:25][CH:26]=[CH:27][CH:22]=1. (2) Given the reactants Br[C:2]1[CH:3]=[CH:4][C:5]2[NH:10][C:9](=[O:11])[O:8][C:7]([CH2:14][CH3:15])([CH2:12][CH3:13])[C:6]=2[CH:16]=1.C(N)(=O)/C=C/C.[C:23]([NH2:30])(=[O:29])/[CH:24]=[CH:25]/[CH2:26][CH2:27][CH3:28], predict the reaction product. The product is: [CH2:12]([C:7]1([CH2:14][CH3:15])[C:6]2[CH:16]=[C:2](/[C:25](/[CH2:26][CH2:27][CH3:28])=[CH:24]/[C:23]([NH2:30])=[O:29])[CH:3]=[CH:4][C:5]=2[NH:10][C:9](=[O:11])[O:8]1)[CH3:13].